From a dataset of Forward reaction prediction with 1.9M reactions from USPTO patents (1976-2016). Predict the product of the given reaction. (1) Given the reactants [Cl:1][C:2]1[CH:9]=[CH:8][C:5]([CH2:6][OH:7])=[CH:4][CH:3]=1.[H-].[Na+].Br[CH2:13][C:14]([C:16]12[CH2:25][CH:20]3[CH2:21][CH:22]([CH2:24][CH:18]([CH2:19]3)[CH2:17]1)[CH2:23]2)=[O:15], predict the reaction product. The product is: [C:16]12([C:14](=[O:15])[CH2:13][O:7][CH2:6][C:5]3[CH:8]=[CH:9][C:2]([Cl:1])=[CH:3][CH:4]=3)[CH2:23][CH:22]3[CH2:21][CH:20]([CH2:19][CH:18]([CH2:24]3)[CH2:17]1)[CH2:25]2. (2) Given the reactants [H-].[Na+].[Br:3][C:4]1[CH:12]=[CH:11][C:7]([CH2:8][CH2:9][OH:10])=[CH:6][CH:5]=1.C1([O:19][C:20](=O)[NH:21][C:22]2[CH:27]=[CH:26][C:25]([S:28]([CH:31]([CH3:33])[CH3:32])(=[O:30])=[O:29])=[C:24]([CH2:34][N:35]([C:37]([O:39][C:40]([CH3:43])([CH3:42])[CH3:41])=[O:38])[CH3:36])[CH:23]=2)C=CC=CC=1, predict the reaction product. The product is: [Br:3][C:4]1[CH:12]=[CH:11][C:7]([CH2:8][CH2:9][O:10][C:20](=[O:19])[NH:21][C:22]2[CH:27]=[CH:26][C:25]([S:28]([CH:31]([CH3:32])[CH3:33])(=[O:29])=[O:30])=[C:24]([CH2:34][N:35]([C:37]([O:39][C:40]([CH3:41])([CH3:43])[CH3:42])=[O:38])[CH3:36])[CH:23]=2)=[CH:6][CH:5]=1. (3) Given the reactants C([O:3][C:4]([C@@:6]1([NH:11][C:12]([O:14][C:15]([CH3:18])([CH3:17])[CH3:16])=[O:13])[CH2:8][C@H:7]1[CH:9]=[CH2:10])=[O:5])C.[Li+].[OH-], predict the reaction product. The product is: [C:15]([O:14][C:12]([NH:11][C@:6]1([C:4]([OH:5])=[O:3])[CH2:8][C@H:7]1[CH:9]=[CH2:10])=[O:13])([CH3:18])([CH3:16])[CH3:17]. (4) The product is: [F:1][C:2]1[CH:7]=[CH:6][C:5]([S:8]([C:11]2[N:12]=[C:13]([NH:21][C:22]3[CH:26]=[C:25]([OH:27])[NH:24][N:23]=3)[C:14]3[C:19]([CH:20]=2)=[CH:18][CH:17]=[CH:16][CH:15]=3)(=[O:9])=[O:10])=[CH:4][CH:3]=1. Given the reactants [F:1][C:2]1[CH:7]=[CH:6][C:5]([S:8]([C:11]2[N:12]=[C:13]([NH:21][C:22]3[CH:26]=[C:25]([O:27]C)[NH:24][N:23]=3)[C:14]3[C:19]([CH:20]=2)=[CH:18][CH:17]=[CH:16][CH:15]=3)(=[O:10])=[O:9])=[CH:4][CH:3]=1.B(Br)(Br)Br.O, predict the reaction product. (5) The product is: [Cl:1][C:2]1[C:3]([CH:4]([OH:5])[C:24](=[CH2:25])[C:23]#[N:26])=[CH:6][C:7]([CH2:10][CH2:11][CH2:12][CH2:13][CH3:14])=[CH:8][N:9]=1. Given the reactants [Cl:1][C:2]1[N:9]=[CH:8][C:7]([CH2:10][CH2:11][CH2:12][CH2:13][CH3:14])=[CH:6][C:3]=1[CH:4]=[O:5].C1N2CCN(CC2)C1.[C:23](#[N:26])[CH:24]=[CH2:25], predict the reaction product. (6) Given the reactants [C:1]([NH:11][C@H:12]([C:16]([OH:18])=[O:17])[CH:13]([CH3:15])[CH3:14])([O:3][CH2:4][C:5]1[CH:10]=[CH:9][CH:8]=[CH:7][CH:6]=1)=[O:2].[OH:19][CH2:20][CH:21]([CH2:23]O)[OH:22].C1(N=C=NC2CCCCC2)CCCCC1.CCOC(C)=O.CCCCCC, predict the reaction product. The product is: [C:1]([NH:11][C@H:12]([C:16]([O:18][CH2:23][CH:21]([CH2:20][OH:19])[OH:22])=[O:17])[CH:13]([CH3:14])[CH3:15])([O:3][CH2:4][C:5]1[CH:10]=[CH:9][CH:8]=[CH:7][CH:6]=1)=[O:2]. (7) Given the reactants [CH2:1]([C:5]1[C:9](/[CH:10]=[CH:11]/[C:12]2[S:13][C:14]([C:18]([OH:20])=O)=[C:15]([CH3:17])[N:16]=2)=[C:8]([CH3:21])[O:7][N:6]=1)[CH2:2][CH2:3][CH3:4].[NH:22]1[CH2:27][CH2:26][O:25][CH2:24][CH2:23]1, predict the reaction product. The product is: [CH2:1]([C:5]1[C:9](/[CH:10]=[CH:11]/[C:12]2[S:13][C:14]([C:18]([N:22]3[CH2:27][CH2:26][O:25][CH2:24][CH2:23]3)=[O:20])=[C:15]([CH3:17])[N:16]=2)=[C:8]([CH3:21])[O:7][N:6]=1)[CH2:2][CH2:3][CH3:4]. (8) Given the reactants [NH:1]1[C:11]2[C:6](=[CH:7][CH:8]=[CH:9][CH:10]=2)[C:4](=O)[C:2]1=[O:3].[CH3:12][O:13][C:14]1[CH:23]=[CH:22][C:17]([C:18]([NH:20][NH2:21])=[O:19])=[CH:16][CH:15]=1, predict the reaction product. The product is: [CH2:2]([N:1]1[C:11]2[C:6](=[CH:7][CH:8]=[CH:9][CH:10]=2)/[C:4](=[N:21]/[NH:20][C:18](=[O:19])[C:17]2[CH:16]=[CH:15][C:14]([O:13][CH3:12])=[CH:23][CH:22]=2)/[C:2]1=[O:3])[CH2:4][CH2:6][CH2:7][CH2:8][CH3:9].